This data is from Catalyst prediction with 721,799 reactions and 888 catalyst types from USPTO. The task is: Predict which catalyst facilitates the given reaction. (1) Reactant: CCCC[N+](CCCC)(CCCC)CCCC.[F-].[Si]([O:36][CH2:37][CH2:38][CH2:39][N:40]1[C:44]2=[N:45][CH:46]=[CH:47][CH:48]=[C:43]2[C:42]([C:49]2[C:50](=[O:68])[NH:51][C:52](=[O:67])[C:53]=2[C:54]2[C:59]3[O:60][C:61]4[CH:66]=[CH:65][CH:64]=[CH:63][C:62]=4[C:58]=3[CH:57]=[CH:56][CH:55]=2)=[CH:41]1)(C(C)(C)C)(C1C=CC=CC=1)C1C=CC=CC=1. Product: [CH:57]1[C:58]2[C:62]3[CH:63]=[CH:64][CH:65]=[CH:66][C:61]=3[O:60][C:59]=2[C:54]([C:53]2[C:52](=[O:67])[NH:51][C:50](=[O:68])[C:49]=2[C:42]2[C:43]3[C:44](=[N:45][CH:46]=[CH:47][CH:48]=3)[N:40]([CH2:39][CH2:38][CH2:37][OH:36])[CH:41]=2)=[CH:55][CH:56]=1. The catalyst class is: 1. (2) Reactant: [NH2:1][C:2]1[C:7]([C:8]2[S:12][C:11]3[CH:13]=[CH:14][C:15]([NH:17][C:18]([NH:20][C:21]4[CH:26]=[CH:25][C:24]([Cl:27])=[C:23]([C:28]([F:31])([F:30])[F:29])[CH:22]=4)=[O:19])=[CH:16][C:10]=3[CH:9]=2)=[CH:6][C:5]([N+]#[C-])=[CH:4][N:3]=1.[Cl-].[NH4+].[N-:36]=[N+:37]=[N-:38].[Na+].OS([O-])(=O)=O.[K+].[CH3:46][N:47](C)C=O. Product: [NH2:1][C:2]1[C:7]([C:8]2[S:12][C:11]3[CH:13]=[CH:14][C:15]([NH:17][C:18]([NH:20][C:21]4[CH:26]=[CH:25][C:24]([Cl:27])=[C:23]([C:28]([F:31])([F:30])[F:29])[CH:22]=4)=[O:19])=[CH:16][C:10]=3[CH:9]=2)=[CH:6][C:5]([C:46]2[N:36]=[N:37][NH:38][N:47]=2)=[CH:4][N:3]=1. The catalyst class is: 13. (3) Reactant: [CH3:1][C:2]1[CH:7]=[CH:6][C:5]([N:8]=[C:9]=[O:10])=[CH:4][C:3]=1[N+:11]([O-:13])=[O:12].[NH2:14][C:15]1[CH:20]=[CH:19][CH:18]=[CH:17][CH:16]=1. Product: [CH3:1][C:2]1[CH:7]=[CH:6][C:5]([NH:8][C:9]([NH:14][C:15]2[CH:20]=[CH:19][CH:18]=[CH:17][CH:16]=2)=[O:10])=[CH:4][C:3]=1[N+:11]([O-:13])=[O:12]. The catalyst class is: 13. (4) Reactant: [CH2:1]([O:8][C:9]1[C:14]([N+:15]([O-])=O)=[C:13]([F:18])[C:12]([F:19])=[CH:11][C:10]=1[F:20])[C:2]1[CH:7]=[CH:6][CH:5]=[CH:4][CH:3]=1.[Cl-].[NH4+].C(O)C. Product: [CH2:1]([O:8][C:9]1[C:10]([F:20])=[CH:11][C:12]([F:19])=[C:13]([F:18])[C:14]=1[NH2:15])[C:2]1[CH:3]=[CH:4][CH:5]=[CH:6][CH:7]=1. The catalyst class is: 739. (5) Reactant: [F:1][C:2]1[CH:7]=[CH:6][CH:5]=[C:4]([F:8])[C:3]=1[C:9]1[N:14]=[C:13]([NH:15][CH:16]2[CH2:18][CH2:17]2)[N:12]=[C:11](Cl)[C:10]=1[C:20]#[N:21].[SH:22][CH2:23][C:24]([NH2:26])=[O:25].C([O-])([O-])=O.[Na+].[Na+].CC[O-].[Na+]. Product: [NH2:21][C:20]1[C:10]2[C:9]([C:3]3[C:2]([F:1])=[CH:7][CH:6]=[CH:5][C:4]=3[F:8])=[N:14][C:13]([NH:15][CH:16]3[CH2:18][CH2:17]3)=[N:12][C:11]=2[S:22][C:23]=1[C:24]([NH2:26])=[O:25]. The catalyst class is: 40. (6) Reactant: CC1C=CC(S(OCC2CC3C=CC=C(C4C=CSC=4)C=3O2)(=O)=O)=CC=1.[N-]=[N+]=[N-].[Na+].[S:31]1[CH:35]=[CH:34][C:33]([C:36]2[C:44]3[O:43][CH:42]([CH2:45][N:46]=[N+]=[N-])[CH2:41][C:40]=3[CH:39]=[CH:38][CH:37]=2)=[CH:32]1.[N-]=[N+]=[N-]. Product: [S:31]1[CH:35]=[CH:34][C:33]([C:36]2[C:44]3[O:43][CH:42]([CH2:45][NH2:46])[CH2:41][C:40]=3[CH:39]=[CH:38][CH:37]=2)=[CH:32]1. The catalyst class is: 45. (7) Reactant: [CH2:1]([O:8][C:9]([N:11]1[CH2:16][CH2:15][CH:14]([CH:17]([C:21](O)=O)[C:18]([OH:20])=[O:19])[CH2:13][CH2:12]1)=[O:10])[C:2]1[CH:7]=[CH:6][CH:5]=[CH:4][CH:3]=1.N1CCOCC1.C(O)(=O)C.C=O. Product: [CH2:1]([O:8][C:9]([N:11]1[CH2:12][CH2:13][CH:14]([C:17]([C:18]([OH:20])=[O:19])=[CH2:21])[CH2:15][CH2:16]1)=[O:10])[C:2]1[CH:3]=[CH:4][CH:5]=[CH:6][CH:7]=1. The catalyst class is: 7.